This data is from Forward reaction prediction with 1.9M reactions from USPTO patents (1976-2016). The task is: Predict the product of the given reaction. (1) Given the reactants B1(C)OC(C2C=CC=CC=2)(C2C=CC=CC=2)[C@H]2N1CCC2.S(C)C.[Cl:25][C:26]1[CH:31]=[CH:30][C:29]([C:32](=[O:34])[CH3:33])=[CH:28][CH:27]=1.Cl, predict the reaction product. The product is: [Cl:25][C:26]1[CH:31]=[CH:30][C:29]([C@H:32]([OH:34])[CH3:33])=[CH:28][CH:27]=1. (2) Given the reactants [Cl:1][C:2]1[CH:3]=[C:4]([CH2:30][C:31]([O:33]C)=[O:32])[CH:5]=[CH:6][C:7]=1[S:8][CH2:9][C:10]1[CH:15]=[CH:14][CH:13]=[C:12]([O:16][CH2:17][C:18]2[N:19]=[C:20]([C:24]3[CH:29]=[CH:28][CH:27]=[CH:26][CH:25]=3)[O:21][C:22]=2[CH3:23])[CH:11]=1.[OH-].[Na+].O1CCCC1.Cl, predict the reaction product. The product is: [Cl:1][C:2]1[CH:3]=[C:4]([CH2:30][C:31]([OH:33])=[O:32])[CH:5]=[CH:6][C:7]=1[S:8][CH2:9][C:10]1[CH:15]=[CH:14][CH:13]=[C:12]([O:16][CH2:17][C:18]2[N:19]=[C:20]([C:24]3[CH:25]=[CH:26][CH:27]=[CH:28][CH:29]=3)[O:21][C:22]=2[CH3:23])[CH:11]=1. (3) Given the reactants [C:1]([O:20][CH3:21])(=[O:19])[CH2:2][CH2:3][CH2:4][CH2:5][CH2:6][CH2:7][CH2:8][CH2:9][CH2:10][CH2:11][CH2:12][CH2:13][CH2:14][CH2:15][C:16]([O-:18])=[O:17].F[B-](F)(F)F.[C:27]1(=[O:41])[N:31](OC(N(C)C)=[N+](C)C)[C:30](=[O:40])[CH2:29][CH2:28]1.C(N(CC)C(C)C)(C)C, predict the reaction product. The product is: [C:1]([O:20][CH3:21])(=[O:19])[CH2:2][CH2:3][CH2:4][CH2:5][CH2:6][CH2:7][CH2:8][CH2:9][CH2:10][CH2:11][CH2:12][CH2:13][CH2:14][CH2:15][C:16]([O:18][N:31]1[C:27](=[O:41])[CH2:28][CH2:29][C:30]1=[O:40])=[O:17]. (4) Given the reactants Br[CH2:2][C:3]([O:5][CH2:6][CH3:7])=[O:4].[F:8][C:9]1[CH:14]=[CH:13][C:12]([Br:15])=[CH:11][C:10]=1/[C:16](=[N:18]/[S@@:19]([C:21]([CH3:24])([CH3:23])[CH3:22])=[O:20])/[CH3:17], predict the reaction product. The product is: [CH2:6]([O:5][C:3](=[O:4])[CH2:2][C@@:16]([C:10]1[CH:11]=[C:12]([Br:15])[CH:13]=[CH:14][C:9]=1[F:8])([NH:18][S@@:19]([C:21]([CH3:24])([CH3:23])[CH3:22])=[O:20])[CH3:17])[CH3:7]. (5) Given the reactants Cl.[NH2:2][CH2:3][C:4]1[CH:13]=[CH:12][CH:11]=[CH:10][C:5]=1[C:6]([O:8][CH3:9])=[O:7].C(N(CC)CC)C.[CH3:21][C:22]([O:25][C:26](O[C:26]([O:25][C:22]([CH3:24])([CH3:23])[CH3:21])=[O:27])=[O:27])([CH3:24])[CH3:23].[NH4+].[Cl-], predict the reaction product. The product is: [C:22]([O:25][C:26]([NH:2][CH2:3][C:4]1[CH:13]=[CH:12][CH:11]=[CH:10][C:5]=1[C:6]([O:8][CH3:9])=[O:7])=[O:27])([CH3:24])([CH3:23])[CH3:21].